From a dataset of Forward reaction prediction with 1.9M reactions from USPTO patents (1976-2016). Predict the product of the given reaction. (1) The product is: [CH2:70]([O:73][CH2:74]/[CH:75]=[CH:76]/[C@@H:77]1[O:81][C@@H:80]([CH2:82][CH2:83][C@@H:84]2[O:89][C@H:88]([CH2:90][C@@H:91]3[O:95][C@H:94]([CH2:96][C@@H:97]4[O:101][C:100]([CH3:103])([CH3:102])[N:99]([C:104](=[O:109])[C:105]([CH3:108])([CH3:107])[CH3:106])[CH2:98]4)[C@H:93]([O:110][CH3:111])[C@H:92]3[C@H:112]([S:113]([C:116]3[CH:117]=[CH:118][CH:119]=[CH:120][CH:121]=3)(=[O:114])=[O:115])[CH:51]([OH:52])[CH2:50][C@@H:47]3[O:46][C@@H:26]4[C@H:27]([O:28][Si:29]([C:42]([CH3:43])([CH3:44])[CH3:45])([C:30]5[CH:35]=[CH:34][CH:33]=[CH:32][CH:31]=5)[C:36]5[CH:41]=[CH:40][CH:39]=[CH:38][CH:37]=5)[C@@H:22]5[O:21][C@H:20]([CH2:53][CH:54]([O:57][Si:58]([CH2:61][CH3:62])([CH2:59][CH3:60])[CH2:63][CH3:64])[CH:55]=[CH2:56])[C@H:19]([O:18][Si:1]([C:14]([CH3:16])([CH3:17])[CH3:15])([C:8]6[CH:9]=[CH:10][CH:11]=[CH:12][CH:13]=6)[C:2]6[CH:3]=[CH:4][CH:5]=[CH:6][CH:7]=6)[C@@H:23]5[O:24][C@H:25]4[CH2:49][CH2:48]3)[C:87](=[CH2:122])[C@H:86]([CH3:123])[CH2:85]2)[C:79](=[CH2:124])[CH2:78]1)[CH:71]=[CH2:72]. Given the reactants [Si:1]([O:18][C@@H:19]1[C@@H:23]2[O:24][C@H:25]3[CH2:49][CH2:48][C@H:47]([CH2:50][CH:51]=[O:52])[O:46][C@@H:26]3[C@H:27]([O:28][Si:29]([C:42]([CH3:45])([CH3:44])[CH3:43])([C:36]3[CH:41]=[CH:40][CH:39]=[CH:38][CH:37]=3)[C:30]3[CH:35]=[CH:34][CH:33]=[CH:32][CH:31]=3)[C@@H:22]2[O:21][C@@H:20]1[CH2:53][CH:54]([O:57][Si:58]([CH2:63][CH3:64])([CH2:61][CH3:62])[CH2:59][CH3:60])[CH:55]=[CH2:56])([C:14]([CH3:17])([CH3:16])[CH3:15])([C:8]1[CH:13]=[CH:12][CH:11]=[CH:10][CH:9]=1)[C:2]1[CH:7]=[CH:6][CH:5]=[CH:4][CH:3]=1.C([Li])CCC.[CH2:70]([O:73][CH2:74]/[CH:75]=[CH:76]/[C@@H:77]1[O:81][C@@H:80]([CH2:82][CH2:83][C@@H:84]2[O:89][C@H:88]([CH2:90][C@@H:91]3[O:95][C@H:94]([CH2:96][C@@H:97]4[O:101][C:100]([CH3:103])([CH3:102])[N:99]([C:104](=[O:109])[C:105]([CH3:108])([CH3:107])[CH3:106])[CH2:98]4)[C@H:93]([O:110][CH3:111])[C@H:92]3[CH2:112][S:113]([C:116]3[CH:121]=[CH:120][CH:119]=[CH:118][CH:117]=3)(=[O:115])=[O:114])[C:87](=[CH2:122])[C@H:86]([CH3:123])[CH2:85]2)[C:79](=[CH2:124])[CH2:78]1)[CH:71]=[CH2:72].[NH4+].[Cl-], predict the reaction product. (2) Given the reactants Cl[C:2]1[N:10]=[CH:9][C:8]([Cl:11])=[CH:7][C:3]=1[C:4]([OH:6])=[O:5].[Cl:12][C:13]1[CH:18]=[CH:17][C:16]([CH2:19][OH:20])=[CH:15][CH:14]=1, predict the reaction product. The product is: [Cl:11][C:8]1[CH:9]=[N:10][C:2]([O:20][CH2:19][C:16]2[CH:17]=[CH:18][C:13]([Cl:12])=[CH:14][CH:15]=2)=[C:3]([CH:7]=1)[C:4]([OH:6])=[O:5]. (3) Given the reactants [CH3:1][S:2](Cl)(=[O:4])=[O:3].[CH3:6][O:7][C:8]1[CH:13]=[CH:12][CH:11]=[CH:10][C:9]=1[NH:14][C:15]1[S:16][CH:17]=[C:18]([C:20]2[S:24][C:23]([NH2:25])=[N:22][C:21]=2[CH3:26])[N:19]=1, predict the reaction product. The product is: [CH3:6][O:7][C:8]1[CH:13]=[CH:12][CH:11]=[CH:10][C:9]=1[NH:14][C:15]1[S:16][CH:17]=[C:18]([C:20]2[S:24][C:23]([NH:25][S:2]([CH3:1])(=[O:4])=[O:3])=[N:22][C:21]=2[CH3:26])[N:19]=1. (4) Given the reactants [F:1][C:2]1[CH:3]=[C:4]([CH:8]([OH:25])[CH2:9][O:10][C:11]2[CH:24]=[CH:23][C:14]([CH2:15][CH:16]3[S:20][C:19](=[O:21])[NH:18][C:17]3=[O:22])=[CH:13][CH:12]=2)[CH:5]=[CH:6][CH:7]=1.CS(C)=O.O=P12OP3(OP(OP(O3)(O1)=O)(=O)O2)=O.C(N(CC)CC)C, predict the reaction product. The product is: [F:1][C:2]1[CH:3]=[C:4]([C:8](=[O:25])[CH2:9][O:10][C:11]2[CH:24]=[CH:23][C:14]([CH2:15][CH:16]3[S:20][C:19](=[O:21])[NH:18][C:17]3=[O:22])=[CH:13][CH:12]=2)[CH:5]=[CH:6][CH:7]=1.